Task: Binary Classification. Given a miRNA mature sequence and a target amino acid sequence, predict their likelihood of interaction.. Dataset: Experimentally validated miRNA-target interactions with 360,000+ pairs, plus equal number of negative samples (1) The miRNA is hsa-miR-365b-3p with sequence UAAUGCCCCUAAAAAUCCUUAU. The protein sequence of the target gene is MEPQEERETQVAAWLKKIFGDHPIPQYEVNPRTTEILHHLSERNRVRDRDVYLVIEDLKQKASEYESEAKYLQDLLMESVNFSPANLSSTGSRYLNALVDSAVALETKDTSLASFIPAVNDLTSDLFRTKSKSEEIKIELEKLEKNLTATLVLEKCLQEDVKKAELHLSTERAKVDNRRQNMDFLKAKSEEFRFGIKAAEEQLSARGMDASLSHQSLVALSEKLARLKQQTIPLKKKLESYLDLMPNPSLAQVKIEEAKRELDSIEAELTRRVDMMEL. Result: 0 (no interaction). (2) The protein sequence of the target gene is MAAVAAEAAATAASPGEGGAGEAEPEMEPIPGSEAGTDPLPVTATEASVPDGETDGQQSAPQADEPPLPPPPPPPGELARSPEAVGPELEAEEKLSVRVAESAAAAPQGGPELPPSPASPPEQPPAPEEREEPPLPQPVAPALVPPAGGDSTVSQLIPGSEVRVTLDHIIEDALVVSFRFGEKLFSGVLMDLSKRFGPHGIPVTVFPKREYKDKPEAMPLQSNTFQEGTEVKCEANGAVPDDPSPVPHPELSLAESLWTSKPPPLFHEGAPYPPPLFIRDTYNQSIPQPPPRKIKRPKRK.... The miRNA is hsa-miR-4507 with sequence CUGGGUUGGGCUGGGCUGGG. Result: 0 (no interaction). (3) The protein sequence of the target gene is MPRSFLVKKIKGDGFQCSGVPAPTYHPLETAYVLPGARGPPGDNGYAPHRLPPSSYDADQKPGLELAPAEPAYPPAAPEEYSDPESPQSSLSARYFRGEAAVTDSYSMDAFFISDGRSRRRRGGGGGDAGGSGDAGGAGGRAGRAGAQAGGGHRHACAECGKTYATSSNLSRHKQTHRSLDSQLARKCPTCGKAYVSMPALAMHLLTHNLRHKCGVCGKAFSRPWLLQGHMRSHTGEKPFGCAHCGKAFADRSNLRAHMQTHSAFKHYRCRQCDKSFALKSYLHKHCEAACAKAAEPPPP.... The miRNA is hsa-miR-4779 with sequence UAGGAGGGAAUAGUAAAAGCAG. Result: 0 (no interaction). (4) The miRNA is hsa-miR-6508-3p with sequence UGGGCCAUGCAUUUCUAGAACU. The protein sequence of the target gene is MDIKHHQNGTRGQRRKQPHTTVQRLLTWGLPVSCSWFLWRQPGEFPVTALLLGAGAGGLLAIGLFQLLVNPMNIYEEQKIMFLYSLVGLGAMGWGTSPHIRCASLLLVPKMLGKEGRLFVLGYALAAIYVGPVANLRHNLNNVIASLGCTVELQINNTRAAWRISTAPLRAMFKDLLSSKELLRAETRNISATFEDLDAQVNSETGYTPEDTMDSGETAQGREARQAPASRLHLSTQKMYELKTKLRCSYVVNQAILSCRRWFDRKHEQCMKHIWVPLLTHLLCLPMKFKFFCGIAKVME.... Result: 0 (no interaction). (5) The miRNA is hsa-miR-643 with sequence ACUUGUAUGCUAGCUCAGGUAG. The protein sequence of the target gene is MEDPQSKEPAGEAVALALLESPRPEGGEEPPRPSPEETQQCKFDGQETKGSKFITSSASDFSDPVYKEIAITNGCINRMSKEELRAKLSEFKLETRGVKDVLKKRLKNYYKKQKLMLKESNFADSYYDYICIIDFEATCEEGNPPEFVHEIIEFPVVLLNTHTLEIEDTFQQYVRPEINTQLSDFCISLTGITQDQVDRADTFPQVLKKVIDWMKLKELGTKYKYSLLTDGSWDMSKFLNIQCQLSRLKYPPFAKKWINIRKSYGNFYKVPRSQTKLTIMLEKLGMDYDGRPHCGLDDSK.... Result: 0 (no interaction).